Dataset: Full USPTO retrosynthesis dataset with 1.9M reactions from patents (1976-2016). Task: Predict the reactants needed to synthesize the given product. (1) Given the product [C:17]([C:2]1[CH:10]=[C:9]([C:56]#[N:57])[CH:8]=[C:7]2[C:3]=1[CH:4]=[C:5]([C:12]([O:14][CH2:15][CH3:16])=[O:13])[NH:6]2)#[N:18], predict the reactants needed to synthesize it. The reactants are: Cl[C:2]1[CH:10]=[C:9](Cl)[CH:8]=[C:7]2[C:3]=1[CH:4]=[C:5]([C:12]([O:14][CH2:15][CH3:16])=[O:13])[NH:6]2.[C:17]([Zn]C#N)#[N:18].CC(C1C=C(C(C)C)C(C2C=CC=CC=2P(C2CCCCC2)C2CCCCC2)=C(C(C)C)C=1)C.[CH3:56][N:57](C=O)C. (2) Given the product [CH2:40]([O:39][C:26]1[C:27]([C:35]([CH3:38])([CH3:37])[CH3:36])=[CH:28][C:29]([C:31]([CH3:34])([CH3:33])[CH3:32])=[CH:30][C:25]=1[C:10]1[C:9]2[C:13](=[CH:14][CH:15]=[C:7]([C:5]([CH3:6])=[CH:4][C:3]([OH:44])=[O:2])[CH:8]=2)[NH:12][CH:11]=1)[CH2:41][CH2:42][CH3:43], predict the reactants needed to synthesize it. The reactants are: C[O:2][C:3](=[O:44])[CH:4]=[C:5]([C:7]1[CH:8]=[C:9]2[C:13](=[CH:14][CH:15]=1)[N:12](S(C1C=CC=CC=1)(=O)=O)[CH:11]=[C:10]2[C:25]1[CH:30]=[C:29]([C:31]([CH3:34])([CH3:33])[CH3:32])[CH:28]=[C:27]([C:35]([CH3:38])([CH3:37])[CH3:36])[C:26]=1[O:39][CH2:40][CH2:41][CH2:42][CH3:43])[CH3:6].[OH-].[Na+]. (3) The reactants are: B(O)O.[F:4][C:5]1[CH:25]=[CH:24][C:8]([O:9][C:10]2[CH:15]=[CH:14][C:13](CC(C(O)(C)C)(C)O)=[CH:12][CH:11]=2)=[CH:7][CH:6]=1.Cl[C:27]1[CH:32]=[C:31]([Cl:33])[CH:30]=[C:29]([Cl:34])[N:28]=1.C(=O)([O-])[O-].[Na+].[Na+].C(COC)OC. Given the product [Cl:34][C:29]1[CH:30]=[C:31]([Cl:33])[CH:32]=[C:27]([C:13]2[CH:12]=[CH:11][C:10]([O:9][C:8]3[CH:7]=[CH:6][C:5]([F:4])=[CH:25][CH:24]=3)=[CH:15][CH:14]=2)[N:28]=1, predict the reactants needed to synthesize it. (4) Given the product [CH3:21][NH:1][C:2]1[C:3]2[CH:14]=[C:13]([C:15]([F:18])([F:16])[F:17])[CH:12]=[CH:11][C:4]=2[S:5][C:6]=1[C:7]([O:9][CH3:10])=[O:8], predict the reactants needed to synthesize it. The reactants are: [NH2:1][C:2]1[C:3]2[CH:14]=[C:13]([C:15]([F:18])([F:17])[F:16])[CH:12]=[CH:11][C:4]=2[S:5][C:6]=1[C:7]([O:9][CH3:10])=[O:8].CI.[C:21](=O)([O-])[O-].[K+].[K+].CN(C)C=O. (5) Given the product [CH3:14][O:13][C:7]1[CH:8]=[C:9]([O:11][CH3:12])[CH:10]=[C:2]2[C:3]=1[C:4](=[O:5])[NH:6][C:26]([C:25]1[CH:28]=[CH:29][CH:30]=[C:23]([C:21]3[S:22][C:18]([S:16]([CH3:15])=[O:17])=[CH:19][CH:20]=3)[CH:24]=1)=[N:1]2, predict the reactants needed to synthesize it. The reactants are: [NH2:1][C:2]1[CH:10]=[C:9]([O:11][CH3:12])[CH:8]=[C:7]([O:13][CH3:14])[C:3]=1[C:4]([NH2:6])=[O:5].[CH3:15][S:16]([C:18]1[S:22][C:21]([C:23]2[CH:24]=[C:25]([CH:28]=[CH:29][CH:30]=2)[CH:26]=O)=[CH:20][CH:19]=1)=[O:17].OS([O-])=O.[Na+].O.C1(C)C=CC(S(O)(=O)=O)=CC=1. (6) The reactants are: [CH2:1]([N:8]1[C:13](=[O:14])[N:12]([CH3:15])[C:11](=[O:16])[C:10]([N:17]([CH2:25][CH2:26][CH2:27][OH:28])[CH2:18][CH2:19][CH2:20][C:21]([F:24])([F:23])[F:22])=[N:9]1)[CH2:2][CH2:3][CH2:4][CH2:5][CH2:6][CH3:7].O[C:30]1[CH:31]=[C:32]([CH:42]=[CH:43][CH:44]=1)[O:33][C:34]([CH3:41])([CH3:40])[C:35]([O:37][CH2:38][CH3:39])=[O:36]. Given the product [CH2:1]([N:8]1[C:13](=[O:14])[N:12]([CH3:15])[C:11](=[O:16])[C:10]([N:17]([CH2:18][CH2:19][CH2:20][C:21]([F:24])([F:23])[F:22])[CH2:25][CH2:26][CH2:27][O:28][C:30]2[CH:31]=[C:32]([CH:42]=[CH:43][CH:44]=2)[O:33][C:34]([CH3:40])([CH3:41])[C:35]([O:37][CH2:38][CH3:39])=[O:36])=[N:9]1)[CH2:2][CH2:3][CH2:4][CH2:5][CH2:6][CH3:7], predict the reactants needed to synthesize it. (7) Given the product [Cl:18][CH2:19][C:20]([C:8]1[CH:9]=[CH:10][C:5]([C:11]2([C:14]([O:16][CH3:17])=[O:15])[CH2:13][CH2:12]2)=[CH:6][CH:7]=1)=[O:21], predict the reactants needed to synthesize it. The reactants are: [Cl-].[Cl-].[Cl-].[Al+3].[C:5]1([C:11]2([C:14]([O:16][CH3:17])=[O:15])[CH2:13][CH2:12]2)[CH:10]=[CH:9][CH:8]=[CH:7][CH:6]=1.[Cl:18][CH2:19][C:20](Cl)=[O:21].